Dataset: NCI-60 drug combinations with 297,098 pairs across 59 cell lines. Task: Regression. Given two drug SMILES strings and cell line genomic features, predict the synergy score measuring deviation from expected non-interaction effect. (1) Drug 1: COC1=NC(=NC2=C1N=CN2C3C(C(C(O3)CO)O)O)N. Drug 2: COC1=C2C(=CC3=C1OC=C3)C=CC(=O)O2. Cell line: MOLT-4. Synergy scores: CSS=66.5, Synergy_ZIP=3.44, Synergy_Bliss=3.45, Synergy_Loewe=-11.5, Synergy_HSA=2.46. (2) Drug 1: C#CCC(CC1=CN=C2C(=N1)C(=NC(=N2)N)N)C3=CC=C(C=C3)C(=O)NC(CCC(=O)O)C(=O)O. Drug 2: C(CCl)NC(=O)N(CCCl)N=O. Cell line: UACC62. Synergy scores: CSS=4.50, Synergy_ZIP=-2.54, Synergy_Bliss=-0.902, Synergy_Loewe=-3.74, Synergy_HSA=-3.52. (3) Drug 1: C1=NNC2=C1C(=O)NC=N2. Drug 2: CC12CCC3C(C1CCC2OP(=O)(O)O)CCC4=C3C=CC(=C4)OC(=O)N(CCCl)CCCl.[Na+]. Cell line: MDA-MB-231. Synergy scores: CSS=4.35, Synergy_ZIP=0.775, Synergy_Bliss=4.84, Synergy_Loewe=2.63, Synergy_HSA=2.21. (4) Drug 1: CC12CCC3C(C1CCC2=O)CC(=C)C4=CC(=O)C=CC34C. Drug 2: CC1C(C(CC(O1)OC2CC(CC3=C2C(=C4C(=C3O)C(=O)C5=C(C4=O)C(=CC=C5)OC)O)(C(=O)CO)O)N)O.Cl. Cell line: CAKI-1. Synergy scores: CSS=31.4, Synergy_ZIP=0.882, Synergy_Bliss=0.367, Synergy_Loewe=-1.96, Synergy_HSA=0.141. (5) Drug 1: C1=NNC2=C1C(=O)NC=N2. Drug 2: CC1C(C(CC(O1)OC2CC(CC3=C2C(=C4C(=C3O)C(=O)C5=C(C4=O)C(=CC=C5)OC)O)(C(=O)CO)O)N)O.Cl. Cell line: OVCAR-8. Synergy scores: CSS=41.2, Synergy_ZIP=-1.21, Synergy_Bliss=0.182, Synergy_Loewe=-14.9, Synergy_HSA=2.56. (6) Drug 1: CN1C2=C(C=C(C=C2)N(CCCl)CCCl)N=C1CCCC(=O)O.Cl. Drug 2: CC1CCCC2(C(O2)CC(NC(=O)CC(C(C(=O)C(C1O)C)(C)C)O)C(=CC3=CSC(=N3)C)C)C. Cell line: HCT-15. Synergy scores: CSS=16.0, Synergy_ZIP=0.801, Synergy_Bliss=3.32, Synergy_Loewe=-38.3, Synergy_HSA=-1.01.